This data is from Catalyst prediction with 721,799 reactions and 888 catalyst types from USPTO. The task is: Predict which catalyst facilitates the given reaction. (1) Reactant: [NH2:1][C:2]1[N:7]=[CH:6][N:5]=[C:4]([N:8]2[CH2:12][CH2:11][CH:10]([NH:13][C:14]([NH:16][C:17]3[CH:22]=[CH:21][C:20]([CH:23]([CH3:25])[CH3:24])=[CH:19][CH:18]=3)=[O:15])[CH2:9]2)[C:3]=1[CH:26]=[N:27][O:28][CH2:29][CH2:30][NH2:31].[CH2:32]([N:34]=[C:35]=[O:36])[CH3:33]. Product: [NH2:1][C:2]1[N:7]=[CH:6][N:5]=[C:4]([N:8]2[CH2:12][CH2:11][CH:10]([NH:13][C:14]([NH:16][C:17]3[CH:18]=[CH:19][C:20]([CH:23]([CH3:25])[CH3:24])=[CH:21][CH:22]=3)=[O:15])[CH2:9]2)[C:3]=1[CH:26]=[N:27][O:28][CH2:29][CH2:30][NH:31][C:35]([NH:34][CH2:32][CH3:33])=[O:36]. The catalyst class is: 2. (2) Reactant: [F:1][C:2]([F:15])([F:14])[S:3]([O:6]S(C(F)(F)F)(=O)=O)(=[O:5])=[O:4].N1C=CC=CC=1.O[C:23]1[CH:24]=[C:25]2[C:29](=[CH:30][CH:31]=1)[N:28]([C:32](=[O:34])[CH3:33])[N:27]=[CH:26]2. Product: [C:32]([N:28]1[C:29]2[C:25](=[CH:24][C:23]([O:6][S:3]([C:2]([F:15])([F:14])[F:1])(=[O:5])=[O:4])=[CH:31][CH:30]=2)[CH:26]=[N:27]1)(=[O:34])[CH3:33]. The catalyst class is: 4. (3) Reactant: [C:1]1(=O)[C:9]2[C:4](=[CH:5][CH:6]=[CH:7][CH:8]=2)[CH2:3][CH2:2]1.[BH4-].[Na+].O1CCCC1. Product: [CH2:1]1[C:9]2[C:4](=[CH:5][CH:6]=[CH:7][CH:8]=2)[CH:3]=[CH:2]1. The catalyst class is: 5. (4) Reactant: [C:1]([C:3]1[CH:4]=[C:5]([CH:9]=[CH:10][C:11]=1[CH3:12])[C:6](Cl)=[O:7])#[CH:2].[NH2:13][C:14]1[CH:21]=[CH:20][C:17]([C:18]#[N:19])=[C:16]([C:22]([F:25])([F:24])[F:23])[CH:15]=1.C(N(CC)CC)C. Product: [C:18]([C:17]1[CH:20]=[CH:21][C:14]([NH:13][C:6](=[O:7])[C:5]2[CH:9]=[CH:10][C:11]([CH3:12])=[C:3]([C:1]#[CH:2])[CH:4]=2)=[CH:15][C:16]=1[C:22]([F:23])([F:24])[F:25])#[N:19]. The catalyst class is: 4. (5) Reactant: [NH2:1][C:2]1([C:19]2[S:20][CH:21]=[CH:22][CH:23]=2)[CH:6]([CH2:7][OH:8])[CH2:5][N:4]([C:9]([O:11][CH2:12][C:13]2[CH:18]=[CH:17][CH:16]=[CH:15][CH:14]=2)=[O:10])[CH2:3]1.[C:24]([N:32]=[C:33]=[S:34])(=[O:31])[C:25]1[CH:30]=[CH:29][CH:28]=[CH:27][CH:26]=1. Product: [C:24]([NH:32][C:33]([NH:1][C:2]1([C:19]2[S:20][CH:21]=[CH:22][CH:23]=2)[CH:6]([CH2:7][OH:8])[CH2:5][N:4]([C:9]([O:11][CH2:12][C:13]2[CH:18]=[CH:17][CH:16]=[CH:15][CH:14]=2)=[O:10])[CH2:3]1)=[S:34])(=[O:31])[C:25]1[CH:30]=[CH:29][CH:28]=[CH:27][CH:26]=1. The catalyst class is: 7. (6) The catalyst class is: 4. Product: [CH2:23]([C:25]1[C:29](=[O:30])[O:28][C:27](=[O:31])[CH:26]=1)[CH3:24]. Reactant: CC(OI1(OC(C)=O)(OC(C)=O)OC(=O)C2C=CC=CC1=2)=O.[CH2:23]([C:25]1[CH:29]([OH:30])[O:28][C:27](=[O:31])[CH:26]=1)[CH3:24]. (7) Reactant: [CH:1]1[C:14]2[NH:13][C:12]3[C:7](=[CH:8][CH:9]=[CH:10][CH:11]=3)[S:6][C:5]=2[CH:4]=[CH:3][CH:2]=1.[C:15](OC(=O)C)(=[O:17])[CH3:16]. Product: [C:15]([N:13]1[C:14]2[CH:1]=[CH:2][CH:3]=[CH:4][C:5]=2[S:6][C:7]2[C:12]1=[CH:11][CH:10]=[CH:9][CH:8]=2)(=[O:17])[CH3:16]. The catalyst class is: 113.